From a dataset of Catalyst prediction with 721,799 reactions and 888 catalyst types from USPTO. Predict which catalyst facilitates the given reaction. (1) The catalyst class is: 9. Reactant: [F:1][C:2]1[CH:3]=[C:4]([N:21]2[CH2:25][C@H:24]([CH2:26][NH:27][C:28](=[O:30])[CH3:29])[O:23][C:22]2=[O:31])[CH:5]=[C:6]([F:20])[C:7]=1[N:8]1[CH2:13][CH2:12][CH:11](COS(C)(=O)=O)[CH2:10][CH2:9]1.[CH2:32]([N:39]1[CH2:44][CH2:43][N:42]([C:45]2[N:46]=[N:47][NH:48][N:49]=2)[CH2:41][CH2:40]1)[C:33]1[CH:38]=[CH:37][CH:36]=[CH:35][CH:34]=1.C([O-])([O-])=O.[K+].[K+]. Product: [CH2:32]([N:39]1[CH2:44][CH2:43][N:42]([C:45]2[N:49]=[N:48][N:47]([CH:11]3[CH2:10][CH2:9][N:8]([C:7]4[C:2]([F:1])=[CH:3][C:4]([N:21]5[CH2:25][C@H:24]([CH2:26][NH:27][C:28](=[O:30])[CH3:29])[O:23][C:22]5=[O:31])=[CH:5][C:6]=4[F:20])[CH2:13][CH2:12]3)[N:46]=2)[CH2:41][CH2:40]1)[C:33]1[CH:34]=[CH:35][CH:36]=[CH:37][CH:38]=1. (2) Reactant: [N:1]1([C:6]2[CH:7]=[C:8]([N:12]([C:15]3[CH:20]=[CH:19][C:18]([N+:21]([O-])=O)=[CH:17][N:16]=3)[CH:13]=[O:14])[CH:9]=[CH:10][CH:11]=2)[CH:5]=[CH:4][N:3]=[CH:2]1. The catalyst class is: 19. Product: [N:1]1([C:6]2[CH:7]=[C:8]([N:12]([C:15]3[CH:20]=[CH:19][C:18]([N:21]4[CH:10]=[CH:11][CH:6]=[CH:7]4)=[CH:17][N:16]=3)[CH:13]=[O:14])[CH:9]=[CH:10][CH:11]=2)[CH:5]=[CH:4][N:3]=[CH:2]1. (3) Reactant: [CH3:1][O:2][C:3]1[CH:8]=[CH:7][C:6]([C:9]2[C:14]([CH2:15][OH:16])=[CH:13][N:12]=[C:11](SC)[N:10]=2)=[CH:5][CH:4]=1. Product: [CH3:1][O:2][C:3]1[CH:4]=[CH:5][C:6]([C:9]2[C:14]([CH2:15][OH:16])=[CH:13][N:12]=[CH:11][N:10]=2)=[CH:7][CH:8]=1. The catalyst class is: 470.